This data is from CYP1A2 inhibition data for predicting drug metabolism from PubChem BioAssay. The task is: Regression/Classification. Given a drug SMILES string, predict its absorption, distribution, metabolism, or excretion properties. Task type varies by dataset: regression for continuous measurements (e.g., permeability, clearance, half-life) or binary classification for categorical outcomes (e.g., BBB penetration, CYP inhibition). Dataset: cyp1a2_veith. The drug is Cc1ccc(-c2csc(N/N=C/c3ccco3)n2)cc1. The result is 1 (inhibitor).